Dataset: Reaction yield outcomes from USPTO patents with 853,638 reactions. Task: Predict the reaction yield, written as a fraction of the theoretical maximum amount of product (1.0 means a 100% yield; for example, 0.34 means a 34% yield). (1) The reactants are Br[C:2]1[CH:7]=[CH:6][C:5]([C:8]2([NH:11][CH2:12][CH2:13][CH3:14])[CH2:10][CH2:9]2)=[CH:4][CH:3]=1.[CH3:15][Si:16]([C:19]#[CH:20])([CH3:18])[CH3:17]. The yield is 0.750. The product is [CH2:12]([NH:11][C:8]1([C:5]2[CH:6]=[CH:7][C:2]([C:20]#[C:19][Si:16]([CH3:18])([CH3:17])[CH3:15])=[CH:3][CH:4]=2)[CH2:10][CH2:9]1)[CH2:13][CH3:14]. The catalyst is C(N(CC)CC)C.[Cu]I.Cl[Pd](Cl)([P](C1C=CC=CC=1)(C1C=CC=CC=1)C1C=CC=CC=1)[P](C1C=CC=CC=1)(C1C=CC=CC=1)C1C=CC=CC=1. (2) No catalyst specified. The reactants are [CH3:1][C:2]1[C:6]([CH3:13])([C:7]2[CH:12]=[CH:11][CH:10]=[CH:9][CH:8]=2)[C:5](=[O:14])[NH:4][N:3]=1.Br[CH2:16][C:17]([C:19]1[CH:24]=[CH:23][CH:22]=[CH:21][CH:20]=1)=[O:18]. The product is [CH3:1][C:2]1[C:6]([CH3:13])([C:7]2[CH:12]=[CH:11][CH:10]=[CH:9][CH:8]=2)[C:5](=[O:14])[N:4]([CH2:16][C:17](=[O:18])[C:19]2[CH:24]=[CH:23][CH:22]=[CH:21][CH:20]=2)[N:3]=1. The yield is 0.570. (3) The reactants are [H-].[H-].[H-].[H-].[Li+].[Al+3].S(=O)(=O)(O)O.[C:12]([S:16]([C:19]1[CH:20]=[C:21]2[C:26](=[CH:27][CH:28]=1)[N:25]=[CH:24][CH:23]=[C:22]2[NH:29][C:30]1[C:34]([CH3:35])=[C:33]([C:36](OCC)=[O:37])[NH:32][N:31]=1)(=[O:18])=[O:17])([CH3:15])([CH3:14])[CH3:13]. The catalyst is C1COCC1. The product is [C:12]([S:16]([C:19]1[CH:20]=[C:21]2[C:26](=[CH:27][CH:28]=1)[N:25]=[CH:24][CH:23]=[C:22]2[NH:29][C:30]1[C:34]([CH3:35])=[C:33]([CH2:36][OH:37])[NH:32][N:31]=1)(=[O:17])=[O:18])([CH3:15])([CH3:14])[CH3:13]. The yield is 0.356. (4) The reactants are [CH3:1][O:2][C:3](=[O:13])[C:4]1[CH:9]=[C:8]([OH:10])[C:7]([OH:11])=[C:6]([OH:12])[CH:5]=1.[CH3:14]OS(OC)(=O)=O.[OH-].[Na+].OS(O)(=O)=O. The catalyst is O. The product is [OH:12][C:6]1[CH:5]=[C:4]([CH:9]=[C:8]([O:10][CH3:14])[C:7]=1[OH:11])[C:3]([O:2][CH3:1])=[O:13]. The yield is 0.470. (5) The reactants are [NH:1]1[CH2:6][CH2:5][O:4][CH2:3][CH2:2]1.C(O)(=O)C.C(O[BH-](OC(=O)C)OC(=O)C)(=O)C.[Na+].[Br:25][C:26]1[CH:27]=[C:28]([CH:32]=O)[S:29][C:30]=1[Cl:31]. The catalyst is ClCCCl. The product is [Br:25][C:26]1[CH:27]=[C:28]([CH2:32][N:1]2[CH2:6][CH2:5][O:4][CH2:3][CH2:2]2)[S:29][C:30]=1[Cl:31]. The yield is 0.840. (6) The reactants are [CH2:1]([C@H:4]1[CH2:9][CH2:8][CH2:7][O:6][CH2:5]1)[CH:2]=C.[OH2:10]. The catalyst is C(#N)C. The product is [O:6]1[CH2:7][CH2:8][CH2:9][C@H:4]([CH2:1][CH:2]=[O:10])[CH2:5]1. The yield is 0.600. (7) The reactants are [CH2:1]([O:8][CH:9]([CH2:12][CH:13]=[CH2:14])[CH2:10][OH:11])[C:2]1[CH:7]=[CH:6][CH:5]=[CH:4][CH:3]=1.[CH3:15][C:16]1([CH:19]=[CH2:20])[CH2:18][O:17]1. The catalyst is C1C=CC(/C=C/C(/C=C/C2C=CC=CC=2)=O)=CC=1.C1C=CC(/C=C/C(/C=C/C2C=CC=CC=2)=O)=CC=1.C1C=CC(/C=C/C(/C=C/C2C=CC=CC=2)=O)=CC=1.C(Cl)(Cl)Cl.[Pd].[Pd].C(B(CC)CC)C.CCCCCC. The product is [CH2:1]([O:8][CH:9]([CH2:12][CH:13]=[CH2:14])[CH2:10][O:11][C@:16]([CH3:15])([CH:19]=[CH2:20])[CH2:18][OH:17])[C:2]1[CH:7]=[CH:6][CH:5]=[CH:4][CH:3]=1. The yield is 0.750. (8) The reactants are [N:1]1[C:2]2[N:3]([C:13]3[CH:19]=[CH:18][CH:17]=[CH:16][C:14]=3[N:15]=2)[CH:4]=[CH:5][C:6]=1[C:7]#[C:8][CH2:9][CH2:10][CH2:11]O.C(N(S(F)(F)[F:26])CC)C. The catalyst is C(Cl)Cl. The product is [F:26][CH2:11][CH2:10][CH2:9][C:8]#[C:7][C:6]1[CH:5]=[CH:4][N:3]2[C:13]3[CH:19]=[CH:18][CH:17]=[CH:16][C:14]=3[N:15]=[C:2]2[N:1]=1. The yield is 0.150.